This data is from Reaction yield outcomes from USPTO patents with 853,638 reactions. The task is: Predict the reaction yield, written as a fraction of the theoretical maximum amount of product (1.0 means a 100% yield; for example, 0.34 means a 34% yield). (1) The reactants are [Cl:1][C:2]1[CH:7]=[CH:6][N:5]=[C:4]([C:8]([OH:10])=O)[CH:3]=1.Cl.CN.O.O[N:16]1[C:20]2C=CC=CC=2N=N1.Cl.C(N=C=NCCCN(C)C)C.C(=O)([O-])O.[Na+]. The catalyst is C1COCC1. The product is [CH3:20][NH:16][C:8](=[O:10])[C:4]1[CH:3]=[C:2]([Cl:1])[CH:7]=[CH:6][N:5]=1. The yield is 0.740. (2) The product is [NH2:20][CH:17]1[CH2:16][CH2:15][N:14]([CH2:13][CH2:12][N:9]2[C:10]3[C:5](=[CH:4][CH:3]=[C:2]([F:1])[CH:11]=3)[C:6]([O:29][CH3:30])=[CH:7][C:8]2=[O:28])[CH2:19][CH2:18]1. The reactants are [F:1][C:2]1[CH:11]=[C:10]2[C:5]([C:6]([O:29][CH3:30])=[CH:7][C:8](=[O:28])[N:9]2[CH2:12][CH2:13][N:14]2[CH2:19][CH2:18][CH:17]([NH:20]C(=O)OC(C)(C)C)[CH2:16][CH2:15]2)=[CH:4][CH:3]=1.Cl. The catalyst is O1CCOCC1. The yield is 0.370. (3) The reactants are [Br:1][C:2]1[CH:7]=[CH:6][C:5]([C:8]2[N:12]([C:13]3[CH:18]=[CH:17][C:16]([S:19]([CH3:22])(=[O:21])=[O:20])=[C:15]([F:23])[CH:14]=3)[N:11]=[CH:10][C:9]=2[N+:24]([O-])=O)=[CH:4][CH:3]=1.[NH4+].[Cl-].O. The catalyst is CCO.[Fe]. The product is [NH2:24][C:9]1[CH:10]=[N:11][N:12]([C:13]2[CH:18]=[CH:17][C:16]([S:19]([CH3:22])(=[O:20])=[O:21])=[C:15]([F:23])[CH:14]=2)[C:8]=1[C:5]1[CH:4]=[CH:3][C:2]([Br:1])=[CH:7][CH:6]=1. The yield is 0.820. (4) The reactants are [S:1]1[CH2:5][CH2:4][N:3]=[C:2]1[NH:6][C:7]([C:9]1[CH:10]=[C:11](B(O)O)[CH:12]=[CH:13][CH:14]=1)=[O:8].I[C:19]1[C:27]2[C:22](=[N:23][CH:24]=[N:25][C:26]=2[NH2:28])[N:21]([CH:29]([CH3:31])[CH3:30])[N:20]=1.C([O-])([O-])=O.[Na+].[Na+]. The catalyst is CCO.COCCOC.C1C=CC([P]([Pd]([P](C2C=CC=CC=2)(C2C=CC=CC=2)C2C=CC=CC=2)([P](C2C=CC=CC=2)(C2C=CC=CC=2)C2C=CC=CC=2)[P](C2C=CC=CC=2)(C2C=CC=CC=2)C2C=CC=CC=2)(C2C=CC=CC=2)C2C=CC=CC=2)=CC=1. The product is [NH2:28][C:26]1[N:25]=[CH:24][N:23]=[C:22]2[N:21]([CH:29]([CH3:31])[CH3:30])[N:20]=[C:19]([C:11]3[CH:10]=[C:9]([CH:14]=[CH:13][CH:12]=3)[C:7]([NH:6][C:2]3[S:1][CH2:5][CH2:4][N:3]=3)=[O:8])[C:27]=12. The yield is 0.670.